This data is from Forward reaction prediction with 1.9M reactions from USPTO patents (1976-2016). The task is: Predict the product of the given reaction. (1) Given the reactants C=O.CO.[NH:5]1[CH2:8][CH:7]([O:9][C:10]2[CH:15]=[CH:14][C:13]([S:16][C:17]3[C:18]([C:30]([NH:32][C:33]4[S:37][N:36]=[C:35]([CH3:38])[N:34]=4)=[O:31])=[N:19][C:20]([S:23][C:24]4[N:28]([CH3:29])[CH:27]=[N:26][N:25]=4)=[CH:21][CH:22]=3)=[CH:12][CH:11]=2)[CH2:6]1.[C:39](=O)([O-])O.[Na+], predict the reaction product. The product is: [CH3:39][N:5]1[CH2:6][CH:7]([O:9][C:10]2[CH:15]=[CH:14][C:13]([S:16][C:17]3[C:18]([C:30]([NH:32][C:33]4[S:37][N:36]=[C:35]([CH3:38])[N:34]=4)=[O:31])=[N:19][C:20]([S:23][C:24]4[N:28]([CH3:29])[CH:27]=[N:26][N:25]=4)=[CH:21][CH:22]=3)=[CH:12][CH:11]=2)[CH2:8]1. (2) Given the reactants [Cl:1][C:2]1[CH:3]=[CH:4][C:5]2[N:11]3[CH:12]=[CH:13][CH:14]=[C:10]3[C@@H:9]([CH2:15][CH2:16][NH:17][C:18]3[S:19][CH:20]=[C:21]([CH2:23][C:24]([O:26]CC)=[O:25])[N:22]=3)[O:8][C@H:7]([C:29]3[CH:34]=[CH:33][CH:32]=[C:31]([O:35][CH3:36])[C:30]=3[O:37][CH3:38])[C:6]=2[CH:39]=1.O1CCCC1.C(=O)([O-])[O-].[K+].[K+].C(O)(=O)CC(CC(O)=O)(C(O)=O)O, predict the reaction product. The product is: [Cl:1][C:2]1[CH:3]=[CH:4][C:5]2[N:11]3[CH:12]=[CH:13][CH:14]=[C:10]3[C@@H:9]([CH2:15][CH2:16][NH:17][C:18]3[S:19][CH:20]=[C:21]([CH2:23][C:24]([OH:26])=[O:25])[N:22]=3)[O:8][C@H:7]([C:29]3[CH:34]=[CH:33][CH:32]=[C:31]([O:35][CH3:36])[C:30]=3[O:37][CH3:38])[C:6]=2[CH:39]=1. (3) The product is: [C:1]([NH:19][C:18]1[N:10]=[CH:11][N:12]=[C:13]2[C:17]=1[NH:16][CH:15]=[N:14]2)(=[O:8])[C:2]1[CH:7]=[CH:6][CH:5]=[CH:4][CH:3]=1. Given the reactants [C:1](Cl)(=[O:8])[C:2]1[CH:7]=[CH:6][CH:5]=[CH:4][CH:3]=1.[N:10]1[C:18]([NH2:19])=[C:17]2[C:13]([N:14]=[CH:15][NH:16]2)=[N:12][CH:11]=1, predict the reaction product. (4) Given the reactants [N:1]1([NH:7][C:8]([C:10]2[C:14]([CH3:15])=[C:13]([C:16]3[CH:21]=[CH:20][C:19]([OH:22])=[CH:18][CH:17]=3)[N:12]([C:23]3[CH:28]=[CH:27][C:26]([Cl:29])=[CH:25][C:24]=3[Cl:30])[N:11]=2)=[O:9])[CH2:6][CH2:5][CH2:4][CH2:3][CH2:2]1.C(N(CC)CC)C.[F:38][C:39]([F:48])([F:47])[CH2:40][CH2:41][CH2:42][S:43](Cl)(=[O:45])=[O:44].O, predict the reaction product. The product is: [Cl:30][C:24]1[CH:25]=[C:26]([Cl:29])[CH:27]=[CH:28][C:23]=1[N:12]1[C:13]([C:16]2[CH:17]=[CH:18][C:19]([O:22][S:43]([CH2:42][CH2:41][CH2:40][C:39]([F:48])([F:47])[F:38])(=[O:45])=[O:44])=[CH:20][CH:21]=2)=[C:14]([CH3:15])[C:10]([C:8](=[O:9])[NH:7][N:1]2[CH2:6][CH2:5][CH2:4][CH2:3][CH2:2]2)=[N:11]1. (5) Given the reactants C(NC(C)C)(C)C.[Li].[Cl:9][C:10]1[CH:15]=[CH:14][CH:13]=[CH:12][C:11]=1[NH2:16].[Br:17][C:18]1[C:19]([F:29])=[C:20]([F:28])[C:21](F)=[C:22]([CH:26]=1)[C:23]([OH:25])=[O:24], predict the reaction product. The product is: [Br:17][C:18]1[C:19]([F:29])=[C:20]([F:28])[C:21]([NH:16][C:11]2[CH:12]=[CH:13][CH:14]=[CH:15][C:10]=2[Cl:9])=[C:22]([CH:26]=1)[C:23]([OH:25])=[O:24]. (6) Given the reactants C(OC([C:6]1[C:7]([CH2:17][CH3:18])=[N:8][N:9]2[CH:14]=[CH:13][CH:12]=[C:11]([CH2:15][OH:16])[C:10]=12)=O)C.[OH-].[Na+], predict the reaction product. The product is: [CH2:17]([C:7]1[CH:6]=[C:10]2[C:11]([CH2:15][OH:16])=[CH:12][CH:13]=[CH:14][N:9]2[N:8]=1)[CH3:18].